Dataset: Catalyst prediction with 721,799 reactions and 888 catalyst types from USPTO. Task: Predict which catalyst facilitates the given reaction. (1) Reactant: [F:1][CH:2]1[CH:6]([CH2:7][O:8]C(C2C=CC=CC=2)(C2C=CC=CC=2)C2C=CC=CC=2)[O:5][CH:4]([N:28]2[CH:33]=[C:32]([C:34]#[C:35][I:36])[C:31](=[O:37])[NH:30][C:29]2=[O:38])[CH2:3]1. Product: [F:1][CH:2]1[CH:6]([CH2:7][OH:8])[O:5][CH:4]([N:28]2[CH:33]=[C:32]([C:34]#[C:35][I:36])[C:31](=[O:37])[NH:30][C:29]2=[O:38])[CH2:3]1. The catalyst class is: 15. (2) Reactant: [N:1]1([CH2:5][CH2:6][S:7][C:8]2[CH:9]=[C:10]([CH:30]=[C:31]([C:33]([F:36])([F:35])[F:34])[CH:32]=2)[C:11]([N:13]([C:15]2[CH:16]=[N:17][CH:18]=[CH:19][C:20]=2[C:21]2[CH:26]=[CH:25][C:24]([F:27])=[CH:23][C:22]=2[O:28][CH3:29])[CH3:14])=[O:12])[CH2:4][CH2:3][CH2:2]1.[OH:37]OS([O-])=O.[K+].[O-]S([O-])(=S)=O.[Na+].[Na+].CCOC(C)=O.[OH2:56]. Product: [N:1]1([CH2:5][CH2:6][S:7]([C:8]2[CH:9]=[C:10]([CH:30]=[C:31]([C:33]([F:35])([F:34])[F:36])[CH:32]=2)[C:11]([N:13]([C:15]2[CH:16]=[N:17][CH:18]=[CH:19][C:20]=2[C:21]2[CH:26]=[CH:25][C:24]([F:27])=[CH:23][C:22]=2[O:28][CH3:29])[CH3:14])=[O:12])(=[O:37])=[O:56])[CH2:4][CH2:3][CH2:2]1. The catalyst class is: 5. (3) Reactant: [CH:1]1([CH:4]=O)[CH2:3][CH2:2]1.[C:6]([CH2:8][C:9]([O:11][C:12]([CH3:15])([CH3:14])[CH3:13])=[O:10])#[N:7].N1CCCCC1. Product: [C:6](/[C:8](=[CH:4]\[CH:1]1[CH2:2][CH2:3]1)/[C:9]([O:11][C:12]([CH3:15])([CH3:14])[CH3:13])=[O:10])#[N:7]. The catalyst class is: 14. (4) Reactant: [H-].[Na+].[F:3][C:4]1[CH:9]=[CH:8][C:7](/[CH:10]=[CH:11]/[C:12]2[CH:17]=[CH:16][C:15]([S:18]([C:21]3[C:26]([NH2:27])=[CH:25][CH:24]=[CH:23][N:22]=3)(=[O:20])=[O:19])=[CH:14][CH:13]=2)=[CH:6][CH:5]=1.[CH3:28][S:29](Cl)(=[O:31])=[O:30]. Product: [F:3][C:4]1[CH:9]=[CH:8][C:7](/[CH:10]=[CH:11]/[C:12]2[CH:13]=[CH:14][C:15]([S:18]([C:21]3[C:26]([NH:27][S:29]([CH3:28])(=[O:31])=[O:30])=[CH:25][CH:24]=[CH:23][N:22]=3)(=[O:19])=[O:20])=[CH:16][CH:17]=2)=[CH:6][CH:5]=1. The catalyst class is: 9. (5) Reactant: [F:1][C:2]1[CH:20]=[CH:19][CH:18]=[CH:17][C:3]=1[CH2:4][N:5]1[C:9]([C:10]2[CH:14]=[CH:13][O:12][N:11]=2)=[N:8][C:7]([C:15]#[N:16])=[N:6]1.C[O-].[Na+].[Cl-].[NH4+:25]. Product: [F:1][C:2]1[CH:20]=[CH:19][CH:18]=[CH:17][C:3]=1[CH2:4][N:5]1[C:9]([C:10]2[CH:14]=[CH:13][O:12][N:11]=2)=[N:8][C:7]([C:15](=[NH:25])[NH2:16])=[N:6]1. The catalyst class is: 5. (6) Reactant: [Cl:1][C:2]1[N:3]=[N:4][C:5](Cl)=[CH:6][CH:7]=1.[CH3:9][C:10]1([CH3:19])[CH2:15][CH:14]([NH2:16])[CH2:13][C:12]([CH3:18])([CH3:17])[NH:11]1. Product: [Cl:1][C:2]1[N:3]=[N:4][C:5]([NH:16][CH:14]2[CH2:15][C:10]([CH3:19])([CH3:9])[NH:11][C:12]([CH3:18])([CH3:17])[CH2:13]2)=[CH:6][CH:7]=1. The catalyst class is: 51. (7) Reactant: C(OC(=O)[NH:7][C:8]1[CH:13]=[C:12]([N:14]([CH3:16])[CH3:15])[C:11]([Cl:17])=[CH:10][C:9]=1[NH2:18])(C)(C)C.C(O[C:25](=[O:48])[CH2:26][C:27](=O)[C:28]1[CH:33]=[CH:32][CH:31]=[C:30]([C:34]2[O:35][CH:36]=[C:37]([CH2:39][O:40]C3CCCCO3)[N:38]=2)[CH:29]=1)(C)(C)C.C(O)(C(F)(F)F)=O. Product: [Cl:17][C:11]1[C:12]([N:14]([CH3:16])[CH3:15])=[CH:13][C:8]2[N:7]=[C:27]([C:28]3[CH:33]=[CH:32][CH:31]=[C:30]([C:34]4[O:35][CH:36]=[C:37]([CH2:39][OH:40])[N:38]=4)[CH:29]=3)[CH2:26][C:25](=[O:48])[NH:18][C:9]=2[CH:10]=1. The catalyst class is: 2. (8) Reactant: [F:1][C:2]([F:14])([F:13])[C:3]1[CH:11]=[C:10]2[C:6]([CH2:7][O:8][CH:9]2O)=[CH:5][CH:4]=1.[F:15][C:16]([F:30])([F:29])[C:17]1[CH:18]=[C:19]([CH:22]=[C:23]([C:25]([F:28])([F:27])[F:26])[CH:24]=1)[CH2:20][NH2:21].C(O)(=O)C.C(=O)(O)[O-].[Na+]. Product: [F:15][C:16]([F:29])([F:30])[C:17]1[CH:18]=[C:19]([CH:22]=[C:23]([C:25]([F:28])([F:26])[F:27])[CH:24]=1)[CH2:20][NH:21][CH2:9][C:10]1[CH:11]=[C:3]([C:2]([F:14])([F:13])[F:1])[CH:4]=[CH:5][C:6]=1[CH2:7][OH:8]. The catalyst class is: 756. (9) Reactant: [CH3:1][N:2]([CH3:7])[S:3](Cl)(=[O:5])=[O:4].[CH3:8][O:9][CH2:10][CH2:11][C:12]1[NH:13][CH:14]=[CH:15][N:16]=1.C([O-])([O-])=O.[K+].[K+].O. Product: [CH3:8][O:9][CH2:10][CH2:11][C:12]1[N:13]([S:3]([N:2]([CH3:7])[CH3:1])(=[O:5])=[O:4])[CH:14]=[CH:15][N:16]=1. The catalyst class is: 10.